This data is from Cav3 T-type calcium channel HTS with 100,875 compounds. The task is: Binary Classification. Given a drug SMILES string, predict its activity (active/inactive) in a high-throughput screening assay against a specified biological target. (1) The molecule is OC1=C(C(N(CCc2ccccc2)C1=O)c1cc(OC)c(OC)cc1)C(=O)c1occc1. The result is 0 (inactive). (2) The compound is S(=O)(=O)(/C(S(=O)(=O)CCC)=C1/OCCN1)CCC. The result is 0 (inactive).